This data is from Reaction yield outcomes from USPTO patents with 853,638 reactions. The task is: Predict the reaction yield, written as a fraction of the theoretical maximum amount of product (1.0 means a 100% yield; for example, 0.34 means a 34% yield). (1) The reactants are C[O:2][C:3](=[O:36])[CH:4]([NH:16][C:17]([N:19]1[CH2:24][CH2:23][CH:22]([N:25]2[CH2:34][C:33]3[C:28](=[CH:29][CH:30]=[CH:31][CH:32]=3)[NH:27][C:26]2=[O:35])[CH2:21][CH2:20]1)=[O:18])[CH2:5][C:6]1[CH:7]=[C:8]2[C:12](=[C:13]([CH3:15])[CH:14]=1)[NH:11][N:10]=[CH:9]2.O1CCCC1.CO.[OH-].[Li+]. The catalyst is O. The product is [CH3:15][C:13]1[CH:14]=[C:6]([CH2:5][CH:4]([NH:16][C:17]([N:19]2[CH2:20][CH2:21][CH:22]([N:25]3[CH2:34][C:33]4[C:28](=[CH:29][CH:30]=[CH:31][CH:32]=4)[NH:27][C:26]3=[O:35])[CH2:23][CH2:24]2)=[O:18])[C:3]([OH:36])=[O:2])[CH:7]=[C:8]2[C:12]=1[NH:11][N:10]=[CH:9]2. The yield is 0.750. (2) The reactants are [CH3:1][C:2]1[C:6]2[CH2:7][N:8]([C:11]([O:13][C:14]([CH3:17])([CH3:16])[CH3:15])=[O:12])[CH2:9][CH2:10][C:5]=2[NH:4][N:3]=1.[C:18]([O-])([O-])=O.[K+].[K+].IC. The catalyst is CC(C)=O. The product is [C:14]([O:13][C:11]([N:8]1[CH2:9][CH2:10][C:5]2[N:4]([CH3:18])[N:3]=[C:2]([CH3:1])[C:6]=2[CH2:7]1)=[O:12])([CH3:17])([CH3:16])[CH3:15].[CH3:18][N:3]1[C:2]([CH3:1])=[C:6]2[CH2:7][N:8]([C:11]([O:13][C:14]([CH3:17])([CH3:16])[CH3:15])=[O:12])[CH2:9][CH2:10][C:5]2=[N:4]1. The yield is 0.380. (3) The reactants are [C:1]([NH:4][C@H:5]1[CH2:10][CH2:9][CH2:8][C@H:7]([C:11]([O:13]C)=O)[CH2:6]1)(=[O:3])[CH3:2].[NH3:15]. No catalyst specified. The product is [C:1]([NH:4][C@H:5]1[CH2:10][CH2:9][CH2:8][C@H:7]([C:11]([NH2:15])=[O:13])[CH2:6]1)(=[O:3])[CH3:2]. The yield is 0.571. (4) The reactants are [CH3:1][O:2][C:3]1[CH:11]=[CH:10][C:6]([C:7]([NH2:9])=[S:8])=[CH:5][CH:4]=1.C(N(CC)CC)C.Br[CH2:20][C:21](=O)[C:22]([O:24][CH2:25][CH3:26])=[O:23]. The catalyst is C(O)C. The product is [CH2:25]([O:24][C:22]([C:21]1[N:9]=[C:7]([C:6]2[CH:10]=[CH:11][C:3]([O:2][CH3:1])=[CH:4][CH:5]=2)[S:8][CH:20]=1)=[O:23])[CH3:26]. The yield is 0.480. (5) The reactants are [CH3:1][C:2]1[N:7]=[C:6]([C:8]2[CH:13]=[CH:12][CH:11]=[C:10]([C:14]3[CH:15]=[C:16]([S:20](Cl)(=[O:22])=[O:21])[CH:17]=[CH:18][CH:19]=3)[N:9]=2)[CH:5]=[C:4]([C:24]2[CH:29]=[CH:28][C:27]([C:30]([F:33])([F:32])[F:31])=[CH:26][CH:25]=2)[CH:3]=1.[NH:34]1[CH2:39][CH2:38][CH:37]([O:40][C:41]2[N:46]=[CH:45][CH:44]=[CH:43][N:42]=2)[CH2:36][CH2:35]1. The catalyst is C1COCC1.CCOC(C)=O. The product is [CH3:1][C:2]1[N:7]=[C:6]([C:8]2[CH:13]=[CH:12][CH:11]=[C:10]([C:14]3[CH:19]=[CH:18][CH:17]=[C:16]([S:20]([N:34]4[CH2:35][CH2:36][CH:37]([O:40][C:41]5[N:42]=[CH:43][CH:44]=[CH:45][N:46]=5)[CH2:38][CH2:39]4)(=[O:22])=[O:21])[CH:15]=3)[N:9]=2)[CH:5]=[C:4]([C:24]2[CH:29]=[CH:28][C:27]([C:30]([F:33])([F:32])[F:31])=[CH:26][CH:25]=2)[CH:3]=1. The yield is 0.540. (6) The reactants are [F:1][C:2]([F:9])([F:8])[C:3]1[CH:7]=[CH:6][NH:5][N:4]=1.[Cl:10][C:11]1[CH:18]=[C:17](F)[CH:16]=[CH:15][C:12]=1[CH:13]=[O:14].C(=O)([O-])[O-].[K+].[K+].O. The catalyst is CN(C)C=O. The product is [Cl:10][C:11]1[CH:18]=[C:17]([C:7]2[C:3]([C:2]([F:9])([F:8])[F:1])=[N:4][NH:5][CH:6]=2)[CH:16]=[CH:15][C:12]=1[CH:13]=[O:14]. The yield is 0.872. (7) The reactants are C(O[C:4](=O)[CH2:5][CH2:6]C=O)C.C([C:12]1[CH:17]=[CH:16][CH:15]=[CH:14][C:13]=1[C:18]#[C:19][C:20]1[CH:25]=[CH:24][C:23]([S:26]([N:29]([CH3:31])[CH3:30])(=[O:28])=[O:27])=[CH:22][CH:21]=1)=O.[C:32]([O:35][CH2:36][CH3:37])(=[O:34])[CH3:33].[O:38]1CCOCC1. The catalyst is [Au](Br)(Br)Br. The product is [CH2:36]([O:35][C:32](=[O:34])[CH2:33][C:5]1[CH:6]=[C:18]([C:19](=[O:38])[C:20]2[CH:25]=[CH:24][C:23]([S:26](=[O:27])(=[O:28])[N:29]([CH3:30])[CH3:31])=[CH:22][CH:21]=2)[C:13]2[C:12](=[CH:17][CH:16]=[CH:15][CH:14]=2)[CH:4]=1)[CH3:37]. The yield is 0.290. (8) The reactants are Br[CH2:2][C:3]([C@H:5]1[C@@H:9]2[C@@H:10]3[C@@:23]([CH3:26])([CH2:24][CH2:25][C@@:8]2([C:44]([O:46][Si](C(C)(C)C)(C)C)=[O:45])[CH2:7][CH2:6]1)[C@@:22]1([CH3:27])[C@@H:13]([C@:14]2([CH3:43])[C@@H:19]([CH2:20][CH2:21]1)[C:18]([CH3:29])([CH3:28])[C:17]([C:30]1[CH:35]=[CH:34][C:33]([C:36]([O:38][C:39]([CH3:42])([CH3:41])[CH3:40])=[O:37])=[CH:32][CH:31]=1)=[CH:16][CH2:15]2)[CH2:12][CH2:11]3)=[CH2:4].[CH2:54]([CH2:56][NH2:57])[OH:55]. The catalyst is ClCCCl. The product is [C:39]([O:38][C:36]([C:33]1[CH:32]=[CH:31][C:30]([C:17]2[C:18]([CH3:29])([CH3:28])[C@H:19]3[C@:14]([CH3:43])([CH2:15][CH:16]=2)[C@@H:13]2[C@:22]([CH3:27])([C@@:23]4([CH3:26])[C@H:10]([CH2:11][CH2:12]2)[C@H:9]2[C@H:5]([C:3]([CH2:4][NH:57][CH2:56][CH2:54][OH:55])=[CH2:2])[CH2:6][CH2:7][C@:8]2([C:44]([OH:46])=[O:45])[CH2:25][CH2:24]4)[CH2:21][CH2:20]3)=[CH:35][CH:34]=1)=[O:37])([CH3:40])([CH3:41])[CH3:42]. The yield is 0.537.